This data is from Forward reaction prediction with 1.9M reactions from USPTO patents (1976-2016). The task is: Predict the product of the given reaction. (1) Given the reactants [C:1]([N:4]1[CH2:9][CH:8]2[C:6]([C:13]3[CH:18]=[CH:17][C:16]([N:19]4[CH2:23][CH2:22][CH2:21][C:20]4=O)=[CH:15][CH:14]=3)([CH:7]2[CH2:10][O:11][CH3:12])[CH2:5]1)(=O)[CH3:2].B(F)(F)F.CCOCC.S(C)C.CO, predict the reaction product. The product is: [CH2:1]([N:4]1[CH2:9][CH:8]2[C:6]([C:13]3[CH:18]=[CH:17][C:16]([N:19]4[CH2:23][CH2:22][CH2:21][CH2:20]4)=[CH:15][CH:14]=3)([CH:7]2[CH2:10][O:11][CH3:12])[CH2:5]1)[CH3:2]. (2) Given the reactants O=[C:2]1[C:7]([C:8]#[N:9])=[C:6]([N:10]2[CH2:14][CH2:13][CH2:12][CH2:11]2)[CH:5]=[C:4]([C:15]2[CH:20]=[CH:19][CH:18]=[CH:17][CH:16]=2)O1.[H-].[Na+], predict the reaction product. The product is: [C:15]1([C:4]2[C:5]3[CH2:4][C:15]4[C:16](=[CH:17][CH:18]=[CH:19][CH:20]=4)[C:2]=3[C:7]([C:8]#[N:9])=[C:6]([N:10]3[CH2:14][CH2:13][CH2:12][CH2:11]3)[CH:5]=2)[CH:20]=[CH:19][CH:18]=[CH:17][CH:16]=1. (3) Given the reactants C(N(CC)CC)C.[OH:8][C:9]1[C:19]2[CH2:18][CH2:17][N:16]([C:20](=[O:25])[C:21]([F:24])([F:23])[F:22])[CH2:15][CH2:14][C:13]=2[CH:12]=[CH:11][C:10]=1[I:26].[F:27][C:28]([F:41])([F:40])[S:29](O[S:29]([C:28]([F:41])([F:40])[F:27])(=[O:31])=[O:30])(=[O:31])=[O:30], predict the reaction product. The product is: [I:26][C:10]1[CH:11]=[CH:12][C:13]2[CH2:14][CH2:15][N:16]([C:20](=[O:25])[C:21]([F:24])([F:22])[F:23])[CH2:17][CH2:18][C:19]=2[C:9]=1[O:8][S:29]([C:28]([F:41])([F:40])[F:27])(=[O:31])=[O:30]. (4) Given the reactants [CH3:1][O:2][C:3](=[O:38])[C:4]([O:7][C:8]1[CH:13]=[CH:12][C:11]([CH2:14][CH2:15][CH2:16][CH:17]2[CH2:21][N:20]([CH2:22][C:23]3[CH:28]=[CH:27][C:26]([C:29]([CH3:32])([CH3:31])[CH3:30])=[CH:25][CH:24]=3)[C:19](=[O:33])[N:18]2[CH3:34])=[CH:10][C:9]=1[CH2:35][CH:36]=[CH2:37])([CH3:6])[CH3:5], predict the reaction product. The product is: [CH3:1][O:2][C:3](=[O:38])[C:4]([O:7][C:8]1[CH:13]=[CH:12][C:11]([CH2:14][CH2:15][CH2:16][CH:17]2[CH2:21][N:20]([CH2:22][C:23]3[CH:24]=[CH:25][C:26]([C:29]([CH3:30])([CH3:31])[CH3:32])=[CH:27][CH:28]=3)[C:19](=[O:33])[N:18]2[CH3:34])=[CH:10][C:9]=1[CH2:35][CH2:36][CH3:37])([CH3:5])[CH3:6]. (5) Given the reactants Cl.[C:2]([NH:5][C:6]1[CH:33]=[CH:32][CH:31]=[CH:30][C:7]=1[O:8][CH2:9][CH:10]([OH:29])[CH2:11][N:12]1[CH2:16][C@@H:15]([O:17][C:18]2[CH:23]=[CH:22][C:21]([Cl:24])=[CH:20][CH:19]=2)[CH2:14][C@H:13]1[C:25]([O:27]C)=[O:26])(=[O:4])[CH3:3].O.[OH-].[Li+].[C:37]([OH:43])([C:39]([F:42])([F:41])[F:40])=[O:38], predict the reaction product. The product is: [F:40][C:39]([F:42])([F:41])[C:37]([OH:43])=[O:38].[C:2]([NH:5][C:6]1[CH:33]=[CH:32][CH:31]=[CH:30][C:7]=1[O:8][CH2:9][CH:10]([OH:29])[CH2:11][N:12]1[CH2:16][C@@H:15]([O:17][C:18]2[CH:23]=[CH:22][C:21]([Cl:24])=[CH:20][CH:19]=2)[CH2:14][C@H:13]1[C:25]([OH:27])=[O:26])(=[O:4])[CH3:3]. (6) Given the reactants [Cl:1][C:2]1[CH:10]=[CH:9][CH:8]=[CH:7][C:3]=1[C:4](Cl)=[O:5].[Cu][C:12]#[N:13].C(#N)C, predict the reaction product. The product is: [Cl:1][C:2]1[CH:10]=[CH:9][CH:8]=[CH:7][C:3]=1[C:4](=[O:5])[C:12]#[N:13].